This data is from Catalyst prediction with 721,799 reactions and 888 catalyst types from USPTO. The task is: Predict which catalyst facilitates the given reaction. Reactant: [CH2:1]([C:3]1[N:12]=[C:11]([CH2:13][CH3:14])[CH:10]=[C:9]2[C:4]=1[CH:5]=[CH:6][C:7](=[O:15])[NH:8]2)[CH3:2].[H-].[Na+].[CH3:18][C:19]1[C:20]([N:25]([CH2:48][O:49][CH2:50][CH2:51][O:52][CH3:53])[S:26]([C:29]2[S:30][C:31]([CH3:47])=[CH:32][C:33]=2[C:34]2[CH:45]=[CH:44][C:37]([CH2:38]OS(C)(=O)=O)=[CH:36][C:35]=2[CH3:46])(=[O:28])=[O:27])=[N:21][O:22][C:23]=1[CH3:24].O. Product: [CH3:18][C:19]1[C:20]([N:25]([CH2:48][O:49][CH2:50][CH2:51][O:52][CH3:53])[S:26]([C:29]2[S:30][C:31]([CH3:47])=[CH:32][C:33]=2[C:34]2[CH:45]=[CH:44][C:37]([CH2:38][N:8]3[C:9]4[C:4](=[C:3]([CH2:1][CH3:2])[N:12]=[C:11]([CH2:13][CH3:14])[CH:10]=4)[CH:5]=[CH:6][C:7]3=[O:15])=[CH:36][C:35]=2[CH3:46])(=[O:28])=[O:27])=[N:21][O:22][C:23]=1[CH3:24]. The catalyst class is: 42.